From a dataset of Peptide-MHC class I binding affinity with 185,985 pairs from IEDB/IMGT. Regression. Given a peptide amino acid sequence and an MHC pseudo amino acid sequence, predict their binding affinity value. This is MHC class I binding data. (1) The peptide sequence is MMNITRLEV. The MHC is HLA-A02:06 with pseudo-sequence HLA-A02:06. The binding affinity (normalized) is 0.539. (2) The peptide sequence is FLDDVIDVS. The MHC is HLA-A02:01 with pseudo-sequence HLA-A02:01. The binding affinity (normalized) is 0.756. (3) The peptide sequence is FLLFLVLIML. The MHC is HLA-A02:01 with pseudo-sequence HLA-A02:01. The binding affinity (normalized) is 0.543.